Dataset: Peptide-MHC class II binding affinity with 134,281 pairs from IEDB. Task: Regression. Given a peptide amino acid sequence and an MHC pseudo amino acid sequence, predict their binding affinity value. This is MHC class II binding data. (1) The peptide sequence is MEALTFKACDHIM. The MHC is HLA-DPA10201-DPB10101 with pseudo-sequence HLA-DPA10201-DPB10101. The binding affinity (normalized) is 0.241. (2) The peptide sequence is AEAVKKFGYELEALA. The MHC is DRB1_0405 with pseudo-sequence DRB1_0405. The binding affinity (normalized) is 0.267. (3) The peptide sequence is GELQIVDKIYAAFKI. The MHC is DRB1_0404 with pseudo-sequence DRB1_0404. The binding affinity (normalized) is 0.576. (4) The peptide sequence is LAAAAAWDALAAELY. The MHC is DRB1_1501 with pseudo-sequence DRB1_1501. The binding affinity (normalized) is 0.246. (5) The peptide sequence is AAFQGAHARFVAAAA. The MHC is DRB1_1602 with pseudo-sequence DRB1_1602. The binding affinity (normalized) is 0.769. (6) The MHC is DRB5_0101 with pseudo-sequence DRB5_0101. The binding affinity (normalized) is 0.936. The peptide sequence is RCRTCVYNMMGKREK. (7) The binding affinity (normalized) is 0.373. The peptide sequence is GELQIVDKIDAAFKE. The MHC is DRB1_1501 with pseudo-sequence DRB1_1501. (8) The peptide sequence is SLETVAIDRPAEVRK. The MHC is HLA-DQA10201-DQB10303 with pseudo-sequence HLA-DQA10201-DQB10303. The binding affinity (normalized) is 0.377. (9) The peptide sequence is MSGPMQQLTQPLQQL. The MHC is DRB1_0401 with pseudo-sequence DRB1_0401. The binding affinity (normalized) is 0.290. (10) The peptide sequence is QPEWFRNVLSIAPIMF. The MHC is DRB1_0401 with pseudo-sequence DRB1_0401. The binding affinity (normalized) is 0.574.